From a dataset of TCR-epitope binding with 47,182 pairs between 192 epitopes and 23,139 TCRs. Binary Classification. Given a T-cell receptor sequence (or CDR3 region) and an epitope sequence, predict whether binding occurs between them. (1) The epitope is EILDITPCSF. The TCR CDR3 sequence is CASSPGMGSGYTF. Result: 0 (the TCR does not bind to the epitope). (2) The epitope is RLRAEAQVK. The TCR CDR3 sequence is CASGSGGGNEQFF. Result: 1 (the TCR binds to the epitope). (3) The epitope is LLDFVRFMGV. The TCR CDR3 sequence is CASSLAGGSVNTEAFF. Result: 0 (the TCR does not bind to the epitope).